Dataset: Reaction yield outcomes from USPTO patents with 853,638 reactions. Task: Predict the reaction yield, written as a fraction of the theoretical maximum amount of product (1.0 means a 100% yield; for example, 0.34 means a 34% yield). The reactants are Cl.Cl.[CH2:3]([NH2:8])[C:4]#[C:5][CH2:6][NH2:7].[C:9]([O:13][C:14](O[C:14]([O:13][C:9]([CH3:12])([CH3:11])[CH3:10])=[O:15])=[O:15])([CH3:12])([CH3:11])[CH3:10]. The catalyst is CO. The product is [C:9]([O:13][C:14](=[O:15])[NH:7][CH2:6][C:5]#[C:4][CH2:3][NH2:8])([CH3:12])([CH3:11])[CH3:10]. The yield is 0.700.